Dataset: Forward reaction prediction with 1.9M reactions from USPTO patents (1976-2016). Task: Predict the product of the given reaction. Given the reactants [F:1][C:2]1[CH:3]=[C:4]([CH2:9][C:10]([NH:12][C@H:13]([C:15]([OH:17])=O)[CH3:14])=[O:11])[CH:5]=[C:6]([F:8])[CH:7]=1.Cl.[NH2:19][N:20]1[C:26](=[O:27])[CH:25]([CH2:28][CH:29]([CH3:31])[CH3:30])[C:24]2[CH:32]=[CH:33][CH:34]=[CH:35][C:23]=2[C:22]2[CH:36]=[CH:37][CH:38]=[CH:39][C:21]1=2, predict the reaction product. The product is: [F:8][C:6]1[CH:5]=[C:4]([CH2:9][C:10]([NH:12][C@H:13]([C:15]([NH:19][N:20]2[C:26](=[O:27])[CH:25]([CH2:28][CH:29]([CH3:31])[CH3:30])[C:24]3[CH:32]=[CH:33][CH:34]=[CH:35][C:23]=3[C:22]3[CH:36]=[CH:37][CH:38]=[CH:39][C:21]2=3)=[O:17])[CH3:14])=[O:11])[CH:3]=[C:2]([F:1])[CH:7]=1.